This data is from Forward reaction prediction with 1.9M reactions from USPTO patents (1976-2016). The task is: Predict the product of the given reaction. (1) Given the reactants [F:1][C:2]1[CH:3]=[CH:4][C:5]([NH2:8])=[N:6][CH:7]=1.S(=O)(=O)(O)O.[N+:14]([O-])([OH:16])=[O:15].[OH-].[Na+], predict the reaction product. The product is: [F:1][C:2]1[CH:3]=[C:4]([N+:14]([O-:16])=[O:15])[C:5]([NH2:8])=[N:6][CH:7]=1. (2) Given the reactants [CH2:1]([C:3]1([C:35]([O:37]CC)=[O:36])[CH2:8][CH2:7][N:6]([C:9]2[S:10][CH:11]=[C:12]([C:14]3[CH:15]=[C:16]([C:29]4[CH:34]=[CH:33][CH:32]=[CH:31][N:30]=4)[C:17]4[S:21][C:20]([NH:22][C:23](=[O:27])[NH:24][CH2:25][CH3:26])=[N:19][C:18]=4[CH:28]=3)[N:13]=2)[CH2:5][CH2:4]1)[CH3:2].[OH-].[Na+], predict the reaction product. The product is: [CH2:1]([C:3]1([C:35]([OH:37])=[O:36])[CH2:8][CH2:7][N:6]([C:9]2[S:10][CH:11]=[C:12]([C:14]3[CH:15]=[C:16]([C:29]4[CH:34]=[CH:33][CH:32]=[CH:31][N:30]=4)[C:17]4[S:21][C:20]([NH:22][C:23](=[O:27])[NH:24][CH2:25][CH3:26])=[N:19][C:18]=4[CH:28]=3)[N:13]=2)[CH2:5][CH2:4]1)[CH3:2]. (3) Given the reactants [NH2:1][CH2:2][CH2:3][NH:4][CH2:5][C@@H:6]1[C@H:9]([NH:10][C:11](=[O:38])/[C:12](=[N:26]\[O:27][C:28]([CH3:37])([CH3:36])[C:29]([O:31][C:32]([CH3:35])([CH3:34])[CH3:33])=[O:30])/[C:13]2[N:14]=[C:15]([NH:18][C:19]([O:21][C:22]([CH3:25])([CH3:24])[CH3:23])=[O:20])[S:16][CH:17]=2)[C:8](=[O:39])[NH:7]1.C1N=CN([C:45](N2C=NC=C2)=[O:46])C=1, predict the reaction product. The product is: [C:22]([O:21][C:19]([NH:18][C:15]1[S:16][CH:17]=[C:13](/[C:12](=[N:26]/[O:27][C:28]([CH3:37])([CH3:36])[C:29]([O:31][C:32]([CH3:35])([CH3:34])[CH3:33])=[O:30])/[C:11](=[O:38])[NH:10][C@H:9]2[C@@H:6]([CH2:5][N:4]3[CH2:3][CH2:2][NH:1][C:45]3=[O:46])[NH:7][C:8]2=[O:39])[N:14]=1)=[O:20])([CH3:25])([CH3:24])[CH3:23]. (4) Given the reactants [CH3:1][OH:2].NC1C=CN=CC=1.[CH2:10]([C@H:12]1[O:14][CH2:13]1)[Cl:11].[C]=O.[C:17]([OH:21])(C)(C)C, predict the reaction product. The product is: [CH3:1][O:2][C:17](=[O:21])[CH2:13][C@H:12]([OH:14])[CH2:10][Cl:11]. (5) Given the reactants [F:1][C:2]([F:22])([F:21])[O:3][C:4]1[CH:9]=[CH:8][C:7]([N:10]2[CH2:14][CH2:13][C:12]3([CH2:19][CH2:18][NH:17][CH2:16][CH2:15]3)[C:11]2=[O:20])=[CH:6][CH:5]=1.O=C(Cl)[O:25][C:26](Cl)(Cl)Cl.[CH2:31]([NH:33][C:34]1[CH:35]=[C:36]([CH3:40])[CH:37]=[CH:38][CH:39]=1)[CH3:32], predict the reaction product. The product is: [CH2:31]([N:33]([C:34]1[CH:35]=[C:36]([CH3:40])[CH:37]=[CH:38][CH:39]=1)[C:26]([N:17]1[CH2:16][CH2:15][C:12]2([C:11](=[O:20])[N:10]([C:7]3[CH:8]=[CH:9][C:4]([O:3][C:2]([F:1])([F:21])[F:22])=[CH:5][CH:6]=3)[CH2:14][CH2:13]2)[CH2:19][CH2:18]1)=[O:25])[CH3:32]. (6) Given the reactants [CH2:1]([O:8][C:9]1[C:18]2[C:13](=[CH:14][CH:15]=[CH:16][CH:17]=2)[CH:12]=[C:11]([CH2:19][N:20]([CH2:28][C:29]2[CH:34]=[C:33]([C:35]([F:38])([F:37])[F:36])[CH:32]=[C:31]([C:39]([F:42])([F:41])[F:40])[CH:30]=2)[C:21]2[N:26]=[CH:25][C:24](Br)=[CH:23][N:22]=2)[N:10]=1)[C:2]1[CH:7]=[CH:6][CH:5]=[CH:4][CH:3]=1.CC(C)([O-])C.[Na+].C(P(C(C)(C)C)C1C=CC=CC=1C1C=CC=CC=1)(C)(C)C.[NH:70]1[CH2:80][CH2:79][CH:73]([C:74]([O:76][CH2:77][CH3:78])=[O:75])[CH2:72][CH2:71]1, predict the reaction product. The product is: [CH2:1]([O:8][C:9]1[C:18]2[C:13](=[CH:14][CH:15]=[CH:16][CH:17]=2)[CH:12]=[C:11]([CH2:19][N:20]([CH2:28][C:29]2[CH:34]=[C:33]([C:35]([F:38])([F:37])[F:36])[CH:32]=[C:31]([C:39]([F:42])([F:41])[F:40])[CH:30]=2)[C:21]2[N:26]=[CH:25][C:24]([N:70]3[CH2:80][CH2:79][CH:73]([C:74]([O:76][CH2:77][CH3:78])=[O:75])[CH2:72][CH2:71]3)=[CH:23][N:22]=2)[N:10]=1)[C:2]1[CH:7]=[CH:6][CH:5]=[CH:4][CH:3]=1.